Dataset: Peptide-MHC class II binding affinity with 134,281 pairs from IEDB. Task: Regression. Given a peptide amino acid sequence and an MHC pseudo amino acid sequence, predict their binding affinity value. This is MHC class II binding data. (1) The peptide sequence is FVNQHLCGSHLVEAL. The MHC is HLA-DQA10401-DQB10402 with pseudo-sequence HLA-DQA10401-DQB10402. The binding affinity (normalized) is 0.130. (2) The peptide sequence is KQKLALGGSIAVKIT. The MHC is DRB1_0401 with pseudo-sequence DRB1_0401. The binding affinity (normalized) is 0.805. (3) The binding affinity (normalized) is 0. The peptide sequence is LLNAKFFHMNIYECK. The MHC is HLA-DQA10501-DQB10301 with pseudo-sequence HLA-DQA10501-DQB10301. (4) The peptide sequence is ANEAVQDPKFWELVD. The MHC is HLA-DQA10501-DQB10402 with pseudo-sequence HLA-DQA10501-DQB10402. The binding affinity (normalized) is 0.228. (5) The peptide sequence is TDLQYFRTACNPRGR. The MHC is DRB1_1201 with pseudo-sequence DRB1_1201. The binding affinity (normalized) is 0.0409. (6) The peptide sequence is TSAVGAPTGATTAAA. The MHC is DRB1_0401 with pseudo-sequence DRB1_0401. The binding affinity (normalized) is 0.191. (7) The peptide sequence is KWCFEGPEEHEILND. The MHC is HLA-DQA10501-DQB10302 with pseudo-sequence HLA-DQA10501-DQB10302. The binding affinity (normalized) is 0.226.